From a dataset of Forward reaction prediction with 1.9M reactions from USPTO patents (1976-2016). Predict the product of the given reaction. Given the reactants [CH3:1][C:2]1[CH:7]=[CH:6][CH:5]=[C:4]([CH3:8])[C:3]=1[OH:9].C1(P(C2C=CC=CC=2)C2C=CC=CC=2)C=CC=CC=1.[CH:29]1([C:33]2[O:37][N:36]=[C:35]([CH2:38]O)[C:34]=2[C:40]([O:42][CH2:43][CH3:44])=[O:41])[CH2:32][CH2:31][CH2:30]1.N(C(OC(C)C)=O)=NC(OC(C)C)=O, predict the reaction product. The product is: [CH:29]1([C:33]2[O:37][N:36]=[C:35]([CH2:38][O:9][C:3]3[C:4]([CH3:8])=[CH:5][CH:6]=[CH:7][C:2]=3[CH3:1])[C:34]=2[C:40]([O:42][CH2:43][CH3:44])=[O:41])[CH2:30][CH2:31][CH2:32]1.